The task is: Predict the product of the given reaction.. This data is from Forward reaction prediction with 1.9M reactions from USPTO patents (1976-2016). (1) The product is: [NH2:14][C:15]1[C:16]2[CH:23]=[CH:22][N:21]([C@@H:24]3[CH2:25][C@H:26]([CH2:34][N:35]([CH:56]([CH3:57])[CH3:58])[CH:36]4[CH2:37][CH:38]([CH2:40][CH2:41][C:42]5[NH:46][C:45]6[CH:47]=[CH:48][C:49]([O:51][C:52]([F:53])([F:55])[F:54])=[CH:50][C:44]=6[N:43]=5)[CH2:39]4)[C@@H:27]([OH:28])[C@H:31]3[OH:30])[C:17]=2[N:18]=[CH:19][N:20]=1. Given the reactants FC(F)(F)C(O)=O.O.COC1C=C(OC)C=CC=1C[NH:14][C:15]1[C:16]2[CH:23]=[CH:22][N:21]([C@H:24]3[C@H:31]4[C@H:27]([O:28]C(C)(C)[O:30]4)[C@@H:26]([CH2:34][N:35]([CH:56]([CH3:58])[CH3:57])[CH:36]4[CH2:39][CH:38]([CH2:40][CH2:41][C:42]5[NH:46][C:45]6[CH:47]=[CH:48][C:49]([O:51][C:52]([F:55])([F:54])[F:53])=[CH:50][C:44]=6[N:43]=5)[CH2:37]4)[CH2:25]3)[C:17]=2[N:18]=[CH:19][N:20]=1.C([SiH](CC)CC)C.C([O-])([O-])=O.[K+].[K+], predict the reaction product. (2) Given the reactants [F:1][C:2]1[CH:24]=[CH:23][CH:22]=[C:21]([F:25])[C:3]=1[CH2:4][O:5][C:6]1[C:7]2[N:8]([C:12]([C:16]([O:18]CC)=[O:17])=[C:13]([CH3:15])[N:14]=2)[CH:9]=[CH:10][CH:11]=1.[OH-].[Na+].Cl, predict the reaction product. The product is: [F:1][C:2]1[CH:24]=[CH:23][CH:22]=[C:21]([F:25])[C:3]=1[CH2:4][O:5][C:6]1[C:7]2[N:8]([C:12]([C:16]([OH:18])=[O:17])=[C:13]([CH3:15])[N:14]=2)[CH:9]=[CH:10][CH:11]=1. (3) The product is: [CH3:13][O:12][C:9]([CH3:11])([CH3:10])[CH2:8][C@H:7]([NH:14][C:15](=[O:16])[O:17][C:18]([CH3:21])([CH3:20])[CH3:19])[CH2:6][NH:23][CH3:22]. Given the reactants CS(O[CH2:6][C@@H:7]([NH:14][C:15]([O:17][C:18]([CH3:21])([CH3:20])[CH3:19])=[O:16])[CH2:8][C:9]([O:12][CH3:13])([CH3:11])[CH3:10])(=O)=O.[CH3:22][NH2:23], predict the reaction product. (4) Given the reactants C(=O)([O-])[O-].[K+].[K+].[O:7]=[C:8]1[N:13]([CH:14]([CH2:27][CH3:28])[C:15](=[O:26])[NH:16][C:17]2[CH:22]=[CH:21][N:20]3[N:23]=[CH:24][CH:25]=[C:19]3[CH:18]=2)[CH:12]=[C:11]([C:29]([O:31][CH2:32][C:33]2[CH:38]=[CH:37][CH:36]=[CH:35][CH:34]=2)=[O:30])[C:10](OS(C(F)(F)F)(=O)=O)=[CH:9]1.[Cl:47][C:48]1[CH:49]=[CH:50][C:51]([C:57]#[N:58])=[C:52](B(O)O)[CH:53]=1, predict the reaction product. The product is: [Cl:47][C:48]1[CH:53]=[CH:52][C:51]([C:57]#[N:58])=[C:50]([C:10]2[C:11]([C:29]([O:31][CH2:32][C:33]3[CH:38]=[CH:37][CH:36]=[CH:35][CH:34]=3)=[O:30])=[CH:12][N:13]([CH:14]([CH2:27][CH3:28])[C:15](=[O:26])[NH:16][C:17]3[CH:22]=[CH:21][N:20]4[N:23]=[CH:24][CH:25]=[C:19]4[CH:18]=3)[C:8](=[O:7])[CH:9]=2)[CH:49]=1. (5) Given the reactants [Br:1][C:2]1[CH:10]=[CH:9][C:5]([C:6]([OH:8])=[O:7])=[C:4]([NH:11][CH:12]([CH3:14])[CH3:13])[CH:3]=1.C(N(CC)CC)C.[Cl-].[C:23]([O:29][CH2:30][CH3:31])(=[O:28])[CH2:24][C:25]([O-])=[O:26].Cl, predict the reaction product. The product is: [Br:1][C:2]1[CH:10]=[CH:9][C:5]([C:6]([OH:8])=[O:7])=[C:4]([N:11]([C:25](=[O:26])[CH2:24][C:23]([O:29][CH2:30][CH3:31])=[O:28])[CH:12]([CH3:14])[CH3:13])[CH:3]=1. (6) Given the reactants [CH:1]([C:4]1[CH:9]=[CH:8][C:7]([CH:10]=[C:11]([CH3:14])[CH2:12]O)=[CH:6][CH:5]=1)([CH3:3])[CH3:2].P(Br)(Br)[Br:16].O, predict the reaction product. The product is: [Br:16][CH2:12][C:11]([CH3:14])=[CH:10][C:7]1[CH:8]=[CH:9][C:4]([CH:1]([CH3:3])[CH3:2])=[CH:5][CH:6]=1. (7) The product is: [F:1][C:2]1[CH:3]=[C:4]([N:9]2[C:14](=[O:15])[C:13]([O:16][CH2:17][C:18]([CH3:21])([CH3:20])[CH3:19])=[C:12]([C:22]3[CH:27]=[CH:26][C:25]([S:28]([NH2:32])(=[O:30])=[O:29])=[CH:24][CH:23]=3)[CH:11]=[N:10]2)[CH:5]=[CH:6][C:7]=1[F:8]. Given the reactants [F:1][C:2]1[CH:3]=[C:4]([N:9]2[C:14](=[O:15])[C:13]([O:16][CH2:17][C:18]([CH3:21])([CH3:20])[CH3:19])=[C:12]([C:22]3[CH:27]=[CH:26][C:25]([S:28](C)(=[O:30])=[O:29])=[CH:24][CH:23]=3)[CH:11]=[N:10]2)[CH:5]=[CH:6][C:7]=1[F:8].[NH3:32], predict the reaction product.